Dataset: Reaction yield outcomes from USPTO patents with 853,638 reactions. Task: Predict the reaction yield, written as a fraction of the theoretical maximum amount of product (1.0 means a 100% yield; for example, 0.34 means a 34% yield). (1) The reactants are Cl.[F:2][C:3]1[CH:4]=[C:5]([CH:17]=[C:18]([F:21])[C:19]=1[F:20])[CH2:6][CH:7]1[CH2:12][CH:11]([C:13]([O:15][CH3:16])=[O:14])[CH2:10][CH2:9][NH:8]1.CCN(C(C)C)C(C)C.[C:31](Cl)(=[O:34])[O:32][CH3:33]. The catalyst is C(Cl)Cl. The product is [F:21][C:18]1[CH:17]=[C:5]([CH:4]=[C:3]([F:2])[C:19]=1[F:20])[CH2:6][CH:7]1[CH2:12][CH:11]([C:13]([O:15][CH3:16])=[O:14])[CH2:10][CH2:9][N:8]1[C:31]([O:32][CH3:33])=[O:34]. The yield is 0.950. (2) The reactants are [C:1]([C:6]1[CH:7]=[CH:8][C:9]([O:15][CH3:16])=[C:10]([CH:14]=1)[C:11]([OH:13])=O)(=[O:5])[CH:2]([CH3:4])[CH3:3].[F:17][C:18]([F:31])([F:30])[C:19]1[CH:20]=[C:21]([CH:23]=[C:24]([C:26]([F:29])([F:28])[F:27])[CH:25]=1)[NH2:22]. No catalyst specified. The product is [C:1]([C:6]1[CH:7]=[CH:8][C:9]([O:15][CH3:16])=[C:10]([CH:14]=1)[C:11]([NH:22][C:21]1[CH:23]=[C:24]([C:26]([F:27])([F:28])[F:29])[CH:25]=[C:19]([C:18]([F:17])([F:30])[F:31])[CH:20]=1)=[O:13])(=[O:5])[CH:2]([CH3:3])[CH3:4]. The yield is 0.614. (3) The reactants are Br[CH:2]([CH2:10][CH2:11][CH2:12][Cl:13])[C:3](=O)[C:4]([O:6][CH2:7][CH3:8])=[O:5].[NH2:14][C:15]([NH2:17])=[S:16]. The catalyst is CC(C)=O. The product is [NH2:17][C:15]1[S:16][C:2]([CH2:10][CH2:11][CH2:12][Cl:13])=[C:3]([C:4]([O:6][CH2:7][CH3:8])=[O:5])[N:14]=1. The yield is 0.930. (4) The reactants are C([O:8][N:9]1[C:15](=[O:16])[N:14]2[CH2:17][C@H:10]1[CH2:11][CH2:12][C@H:13]2[C:18]([NH:20][O:21][CH2:22][CH:23]1[CH2:29][N:28]([C:30]([O:32][C:33]([CH3:36])([CH3:35])[CH3:34])=[O:31])[CH2:27][CH2:26][CH2:25][O:24]1)=[O:19])C1C=CC=CC=1.[H][H]. The product is [OH:8][N:9]1[C:15](=[O:16])[N:14]2[CH2:17][C@H:10]1[CH2:11][CH2:12][C@H:13]2[C:18]([NH:20][O:21][CH2:22][CH:23]1[CH2:29][N:28]([C:30]([O:32][C:33]([CH3:36])([CH3:35])[CH3:34])=[O:31])[CH2:27][CH2:26][CH2:25][O:24]1)=[O:19]. The yield is 0.780. The catalyst is CO.[Pd].